From a dataset of Catalyst prediction with 721,799 reactions and 888 catalyst types from USPTO. Predict which catalyst facilitates the given reaction. (1) Reactant: Br[C:2]1[CH:28]=[CH:27][C:5]([O:6][C@H:7]2[CH2:11][CH2:10][N:9]([CH:12]3[CH2:17][CH2:16][N:15]([C:18]4[S:22][N:21]=[C:20]([CH:23]([CH3:25])[CH3:24])[N:19]=4)[CH2:14][CH2:13]3)[C:8]2=[O:26])=[C:4]([F:29])[CH:3]=1.[C@@H]1(N)CCCC[C@H]1N.[CH3:38][S:39]([O-:41])=[O:40].[Na+]. Product: [F:29][C:4]1[CH:3]=[C:2]([S:39]([CH3:38])(=[O:41])=[O:40])[CH:28]=[CH:27][C:5]=1[O:6][C@H:7]1[CH2:11][CH2:10][N:9]([CH:12]2[CH2:17][CH2:16][N:15]([C:18]3[S:22][N:21]=[C:20]([CH:23]([CH3:25])[CH3:24])[N:19]=3)[CH2:14][CH2:13]2)[C:8]1=[O:26]. The catalyst class is: 16. (2) Reactant: [Br:1][C:2]1[CH:3]=[CH:4][C:5]2[O:9][C:8]([C:10](O)=[O:11])=[C:7]([CH3:13])[C:6]=2[C:14]=1[O:15][CH3:16].B.C1COCC1. Product: [Br:1][C:2]1[CH:3]=[CH:4][C:5]2[O:9][C:8]([CH2:10][OH:11])=[C:7]([CH3:13])[C:6]=2[C:14]=1[O:15][CH3:16]. The catalyst class is: 1. (3) Reactant: [Br:1][C:2]1[CH:6]=[N:5][N:4]([CH3:7])[C:3]=1[C:8]1[CH:9]=[C:10]([NH2:23])[CH:11]=[CH:12][C:13]=1[O:14][CH2:15][CH2:16][N:17]1[CH2:22][CH2:21][O:20][CH2:19][CH2:18]1.[CH:24]1([C:29](O)=[O:30])[CH2:28][CH2:27][CH2:26][CH2:25]1.CN(C(ON1N=NC2C=CC=NC1=2)=[N+](C)C)C.F[P-](F)(F)(F)(F)F.C(N(CC)CC)C. Product: [Br:1][C:2]1[CH:6]=[N:5][N:4]([CH3:7])[C:3]=1[C:8]1[CH:9]=[C:10]([NH:23][C:29]([CH:24]2[CH2:28][CH2:27][CH2:26][CH2:25]2)=[O:30])[CH:11]=[CH:12][C:13]=1[O:14][CH2:15][CH2:16][N:17]1[CH2:18][CH2:19][O:20][CH2:21][CH2:22]1. The catalyst class is: 3. (4) Reactant: [CH3:1][C:2]([Si:5]([CH3:17])([CH3:16])[O:6][CH2:7][C:8]1[C:13]([OH:14])=[CH:12][CH:11]=[C:10]([CH3:15])[N:9]=1)([CH3:4])[CH3:3].CCN(C(C)C)C(C)C.[S:27](O[S:27]([C:30]([F:33])([F:32])[F:31])(=[O:29])=[O:28])([C:30]([F:33])([F:32])[F:31])(=[O:29])=[O:28]. Product: [F:31][C:30]([F:33])([F:32])[S:27]([O:14][C:13]1[C:8]([CH2:7][O:6][Si:5]([C:2]([CH3:1])([CH3:3])[CH3:4])([CH3:16])[CH3:17])=[N:9][C:10]([CH3:15])=[CH:11][CH:12]=1)(=[O:29])=[O:28]. The catalyst class is: 2. (5) The catalyst class is: 118. Reactant: [OH:1][C:2]1[CH:3]=[C:4]([NH:8][C:9](=[O:15])[O:10][C:11]([CH3:14])([CH3:13])[CH3:12])[CH:5]=[CH:6][CH:7]=1.[H-].[Na+].Cl[C:19]1[CH:24]=[C:23]([NH:25][C:26]2[CH:31]=[CH:30][C:29]([O:32][CH2:33][C:34]3[CH:39]=[CH:38][CH:37]=[CH:36][CH:35]=3)=[CH:28][CH:27]=2)[C:22]([N+:40]([O-:42])=[O:41])=[CH:21][N:20]=1.O. Product: [N+:40]([C:22]1[C:23]([NH:25][C:26]2[CH:27]=[CH:28][C:29]([O:32][CH2:33][C:34]3[CH:35]=[CH:36][CH:37]=[CH:38][CH:39]=3)=[CH:30][CH:31]=2)=[CH:24][C:19]([O:1][C:2]2[CH:3]=[C:4]([NH:8][C:9](=[O:15])[O:10][C:11]([CH3:12])([CH3:14])[CH3:13])[CH:5]=[CH:6][CH:7]=2)=[N:20][CH:21]=1)([O-:42])=[O:41]. (6) Reactant: [F:1][C:2]([CH3:28])([CH3:27])[CH2:3][N:4]1[CH2:9][CH2:8][CH:7]([CH2:10][O:11][C:12]2[N:17]=[CH:16][C:15]([C:18]3[CH:26]=[CH:25][C:21]([C:22](O)=[O:23])=[CH:20][CH:19]=3)=[CH:14][CH:13]=2)[CH2:6][CH2:5]1.[NH:29]1[CH2:33][CH2:32][CH2:31][C@@H:30]1[CH2:34][OH:35].C1CN([P+](ON2N=NC3C=CC=CC2=3)(N2CCCC2)N2CCCC2)CC1.F[P-](F)(F)(F)(F)F.CCN(C(C)C)C(C)C. Product: [F:1][C:2]([CH3:28])([CH3:27])[CH2:3][N:4]1[CH2:9][CH2:8][CH:7]([CH2:10][O:11][C:12]2[N:17]=[CH:16][C:15]([C:18]3[CH:19]=[CH:20][C:21]([C:22]([N:29]4[CH2:33][CH2:32][CH2:31][C@@H:30]4[CH2:34][OH:35])=[O:23])=[CH:25][CH:26]=3)=[CH:14][CH:13]=2)[CH2:6][CH2:5]1. The catalyst class is: 18. (7) Reactant: [Cl:1][C:2]1[CH:7]=[CH:6][C:5]([C:8]2[C:9]([CH2:14][C:15]([O:17]C)=[O:16])=[CH:10][CH:11]=[CH:12][CH:13]=2)=[CH:4][C:3]=1[C:19]([NH:21][CH2:22][C:23]12[CH2:32][CH:27]3[CH2:28][CH:29]([CH2:31][CH:25]([CH2:26]3)[CH2:24]1)[CH2:30]2)=[O:20].[OH-].[K+].CO. Product: [Cl:1][C:2]1[CH:7]=[CH:6][C:5]([C:8]2[C:9]([CH2:14][C:15]([OH:17])=[O:16])=[CH:10][CH:11]=[CH:12][CH:13]=2)=[CH:4][C:3]=1[C:19]([NH:21][CH2:22][C:23]12[CH2:32][CH:27]3[CH2:26][CH:25]([CH2:31][CH:29]([CH2:28]3)[CH2:30]1)[CH2:24]2)=[O:20]. The catalyst class is: 6. (8) Reactant: [CH:1]1([CH2:6][CH2:7][C:8]2[C:12]3[CH:13]=[CH:14][CH:15]=[CH:16][C:11]=3[O:10][C:9]=2[C:17]2[CH:18]=[C:19]3[C:24](=[CH:25][CH:26]=2)[CH:23]=[C:22]([OH:27])[CH:21]=[CH:20]3)[CH2:5][CH2:4][CH2:3][CH2:2]1.[Br:28]Br.C([O-])(=O)C.[K+]. Product: [Br:28][C:23]1[C:24]2[C:19](=[CH:18][C:17]([C:9]3[O:10][C:11]4[CH:16]=[CH:15][CH:14]=[CH:13][C:12]=4[C:8]=3[CH2:7][CH2:6][CH:1]3[CH2:5][CH2:4][CH2:3][CH2:2]3)=[CH:26][CH:25]=2)[CH:20]=[CH:21][C:22]=1[OH:27]. The catalyst class is: 15.